Dataset: Forward reaction prediction with 1.9M reactions from USPTO patents (1976-2016). Task: Predict the product of the given reaction. (1) Given the reactants [CH2:1]([Mg][Cl:4])[CH3:2].[CH3:5][N:6]([CH3:19])[CH2:7][CH:8]([CH3:18])[C:9]([C:11]1[CH:16]=[CH:15][CH:14]=[C:13]([OH:17])[CH:12]=1)=[O:10].[Cl-].[NH4+].CC(O)C.Cl, predict the reaction product. The product is: [ClH:4].[CH3:19][N:6]([CH3:5])[CH2:7][C@H:8]([CH3:18])[C@:9]([C:11]1[CH:16]=[CH:15][CH:14]=[C:13]([OH:17])[CH:12]=1)([OH:10])[CH2:1][CH3:2]. (2) The product is: [O:1]1[C:5]2[CH:6]=[CH:7][CH:8]=[CH:9][C:4]=2[N:3]=[C:2]1[N:10]1[C:19]2[C:14](=[CH:15][CH:16]=[C:17]([C:33]3[CH:32]=[N:31][N:30]([CH:27]4[CH2:29][CH2:28]4)[CH:34]=3)[CH:18]=2)[N:13]([C:21]([CH:23]2[CH2:25][CH2:24]2)=[O:22])[C@@H:12]([CH3:26])[CH2:11]1. Given the reactants [O:1]1[C:5]2[CH:6]=[CH:7][CH:8]=[CH:9][C:4]=2[N:3]=[C:2]1[N:10]1[C:19]2[C:14](=[CH:15][CH:16]=[C:17](Br)[CH:18]=2)[N:13]([C:21]([CH:23]2[CH2:25][CH2:24]2)=[O:22])[C@@H:12]([CH3:26])[CH2:11]1.[CH:27]1([N:30]2[CH:34]=[C:33](B3OC(C)(C)C(C)(C)O3)[CH:32]=[N:31]2)[CH2:29][CH2:28]1.C1(P(C2CCCCC2)C2C=CC=CC=2C2C(C(C)C)=CC(C(C)C)=CC=2C(C)C)CCCCC1.C(=O)([O-])[O-].[Cs+].[Cs+], predict the reaction product. (3) Given the reactants [N+:1]([C:4]1[CH:8]=[CH:7][NH:6][N:5]=1)([O-:3])=[O:2].[H-].[Na+].[CH2:11](Br)[C:12]1[CH:17]=[CH:16][CH:15]=[CH:14][CH:13]=1, predict the reaction product. The product is: [CH2:11]([N:6]1[CH:7]=[CH:8][C:4]([N+:1]([O-:3])=[O:2])=[N:5]1)[C:12]1[CH:17]=[CH:16][CH:15]=[CH:14][CH:13]=1. (4) Given the reactants [Cl:1][C:2]1[CH:3]=[C:4]([C@@H:8]([OH:33])[CH2:9][N:10]([CH2:14][CH2:15][C:16]2[CH:21]=[CH:20][C:19]([S:22]([C:25]3[CH:30]=[CH:29][CH:28]=[C:27]([CH:31]=O)[CH:26]=3)(=[O:24])=[O:23])=[CH:18][CH:17]=2)[C:11](=[O:13])[O-:12])[CH:5]=[CH:6][CH:7]=1.[S:34]1[CH2:38][C:37](=[O:39])[NH:36][C:35]1=[O:40].[C:41]([O-])(=O)C.[NH4+].[CH:46]1[CH:51]=[CH:50]C=CC=1, predict the reaction product. The product is: [Cl:1][C:2]1[CH:3]=[C:4]([C@@H:8]([OH:33])[CH2:9][N:10]([CH2:14][CH2:15][C:16]2[CH:17]=[CH:18][C:19]([S:22]([C:25]3[CH:30]=[CH:29][CH:28]=[C:27](/[CH:31]=[C:38]4/[C:37](=[O:39])[NH:36][C:35](=[O:40])[S:34]/4)[CH:26]=3)(=[O:24])=[O:23])=[CH:20][CH:21]=2)[C:11](=[O:13])[O:12][C:51]([CH3:50])([CH3:46])[CH3:41])[CH:5]=[CH:6][CH:7]=1.